This data is from Forward reaction prediction with 1.9M reactions from USPTO patents (1976-2016). The task is: Predict the product of the given reaction. (1) Given the reactants C(O)CC.[Cl:5][C:6]1[C:11]([Cl:12])=[CH:10][CH:9]=[CH:8][C:7]=1[CH:13]([NH:16][NH:17][C:18]([NH2:20])=[NH:19])[C:14]#[N:15].C, predict the reaction product. The product is: [CH:9]1[CH:10]=[C:11]([Cl:12])[C:6]([Cl:5])=[C:7]([C:13]2[N:16]=[N:17][C:18]([NH2:20])=[N:19][C:14]=2[NH2:15])[CH:8]=1. (2) Given the reactants [N+:1]([C:4]1[CH:9]=[CH:8][C:7]([C:10]2[C:14]([NH:15][C:16](=[O:27])[O:17][CH:18]([C:20]3[CH:25]=[CH:24][CH:23]=[CH:22][C:21]=3[Cl:26])[CH3:19])=[CH:13][O:12][N:11]=2)=[CH:6][CH:5]=1)([O-])=O, predict the reaction product. The product is: [NH2:1][C:4]1[CH:5]=[CH:6][C:7]([C:10]2[C:14]([NH:15][C:16](=[O:27])[O:17][CH:18]([C:20]3[CH:25]=[CH:24][CH:23]=[CH:22][C:21]=3[Cl:26])[CH3:19])=[CH:13][O:12][N:11]=2)=[CH:8][CH:9]=1. (3) The product is: [C:1]([C:3]1[CH:4]=[C:5]([CH:10]=[CH:11][C:12]=1[O:13][CH:16]([CH3:20])[CH3:17])[C:6]([O:8][CH3:9])=[O:7])#[N:2]. Given the reactants [C:1]([C:3]1[CH:4]=[C:5]([CH:10]=[CH:11][C:12]=1[OH:13])[C:6]([O:8][CH3:9])=[O:7])#[N:2].[BH4-].[Na+].[CH2:16]1[CH2:20]OC[CH2:17]1.CO, predict the reaction product. (4) Given the reactants [OH:1][NH:2][C:3](=[NH:17])[N:4]1[CH2:9][CH2:8][N:7]([C:10]([O:12][C:13]([CH3:16])([CH3:15])[CH3:14])=[O:11])[CH2:6][CH2:5]1.[S:18]1[CH:22]=[CH:21][CH:20]=[C:19]1[C:23](Cl)=O.CCN(C(C)C)C(C)C, predict the reaction product. The product is: [S:18]1[CH:22]=[CH:21][CH:20]=[C:19]1[C:23]1[O:1][N:2]=[C:3]([N:4]2[CH2:5][CH2:6][N:7]([C:10]([O:12][C:13]([CH3:14])([CH3:16])[CH3:15])=[O:11])[CH2:8][CH2:9]2)[N:17]=1. (5) Given the reactants [Cl:1][C:2]1[CH:3]=[C:4]([CH:8]([C:10]2[CH:11]=[N:12][C:13]3[C:18]([CH:19]=2)=[CH:17][CH:16]=[CH:15][C:14]=3[Cl:20])O)[CH:5]=[CH:6][CH:7]=1.C[Si](Cl)(C)C.[I-].[Na+], predict the reaction product. The product is: [Cl:20][C:14]1[CH:15]=[CH:16][CH:17]=[C:18]2[C:13]=1[N:12]=[CH:11][C:10]([CH2:8][C:4]1[CH:5]=[CH:6][CH:7]=[C:2]([Cl:1])[CH:3]=1)=[CH:19]2. (6) The product is: [CH3:27][C:19]1[N:20]=[C:21]([NH:23][C:24](=[O:26])[CH3:25])[S:22][C:18]=1[C:15]1([NH:28][S:7]([C:1]2[CH:6]=[CH:5][CH:4]=[CH:3][CH:2]=2)(=[O:9])=[O:8])[CH:14]=[N:13][CH:12]=[CH:17][NH:16]1. Given the reactants [C:1]1([S:7](Cl)(=[O:9])=[O:8])[CH:6]=[CH:5][CH:4]=[CH:3][CH:2]=1.N[C:12]1[N:13]=[CH:14][C:15]([C:18]2[S:22][C:21]([NH:23][C:24](=[O:26])[CH3:25])=[N:20][C:19]=2[CH3:27])=[N:16][CH:17]=1.[N:28]1C=CC=CC=1, predict the reaction product.